Predict the reaction yield, written as a fraction of the theoretical maximum amount of product (1.0 means a 100% yield; for example, 0.34 means a 34% yield). From a dataset of Reaction yield outcomes from USPTO patents with 853,638 reactions. (1) The product is [C:26]1([C:22]2[CH:21]=[C:20]([C:17]3[CH:18]=[CH:19][C:14]([C:5]4[CH:4]=[C:3]([OH:2])[N:7]([C:8]5[CH:13]=[CH:12][CH:11]=[CH:10][N:9]=5)[N:6]=4)=[CH:15][CH:16]=3)[CH:25]=[CH:24][CH:23]=2)[CH:27]=[CH:28][CH:29]=[CH:30][CH:31]=1. The reactants are C(=O)(OC(C)(C)C)[O:2][C:3]1[N:7]([C:8]2[CH:13]=[CH:12][CH:11]=[CH:10][N:9]=2)[N:6]=[C:5]([C:14]2[CH:19]=[CH:18][C:17]([C:20]3[CH:25]=[CH:24][CH:23]=[C:22]([C:26]4[CH:31]=[CH:30][CH:29]=[CH:28][CH:27]=4)[CH:21]=3)=[CH:16][CH:15]=2)[CH:4]=1.C(=O)(OC(C)(C)C)OC1N(C2C=CC=CN=2)N=C(C2C=CC(C3C=CC=CC=3)=CC=2)C=1. No catalyst specified. The yield is 0.580. (2) The reactants are [F:1][C:2]1[CH:7]=[C:6]([F:8])[CH:5]=[CH:4][C:3]=1[NH2:9].N1C=CC=CC=1.Cl[C:17]([O:19][CH2:20][C:21]1[CH:26]=[CH:25][CH:24]=[CH:23][CH:22]=1)=[O:18]. The catalyst is ClCCl. The product is [CH2:20]([O:19][C:17](=[O:18])[NH:9][C:3]1[CH:4]=[CH:5][C:6]([F:8])=[CH:7][C:2]=1[F:1])[C:21]1[CH:26]=[CH:25][CH:24]=[CH:23][CH:22]=1. The yield is 0.850. (3) The reactants are [Br:1][C:2]1[CH:3]=[CH:4][C:5]2[S:9](=[O:11])(=[O:10])[NH:8][CH:7]([CH3:12])[C:6]=2[CH:13]=1.Br[CH2:15][C:16]([O:18][C:19]([CH3:22])([CH3:21])[CH3:20])=[O:17].C([O-])([O-])=O.[K+].[K+]. The catalyst is CN(C=O)C. The product is [Br:1][C:2]1[CH:3]=[CH:4][C:5]2[S:9](=[O:10])(=[O:11])[N:8]([CH2:15][C:16]([O:18][C:19]([CH3:22])([CH3:21])[CH3:20])=[O:17])[CH:7]([CH3:12])[C:6]=2[CH:13]=1. The yield is 0.800. (4) The reactants are [CH3:1][C:2]1[N:6]([C:7]2[CH:12]=[CH:11][CH:10]=[CH:9][C:8]=2[O:13][CH3:14])[N:5]=[CH:4][C:3]=1[C:15]([O:17]CC)=[O:16].[OH-].[Na+]. The catalyst is CO.O. The product is [CH3:1][C:2]1[N:6]([C:7]2[CH:12]=[CH:11][CH:10]=[CH:9][C:8]=2[O:13][CH3:14])[N:5]=[CH:4][C:3]=1[C:15]([OH:17])=[O:16]. The yield is 0.850.